This data is from Reaction yield outcomes from USPTO patents with 853,638 reactions. The task is: Predict the reaction yield, written as a fraction of the theoretical maximum amount of product (1.0 means a 100% yield; for example, 0.34 means a 34% yield). The reactants are Cl.[F:2][C:3]1[CH:15]=[CH:14][C:6]([O:7][CH:8]2[CH2:13][CH2:12][NH:11][CH2:10][CH2:9]2)=[CH:5][CH:4]=1.C(N(C(C)C)CC)(C)C.[N:25]([CH2:28][C:29]1[CH:34]=[CH:33][C:32]([O:35][CH3:36])=[CH:31][CH:30]=1)=[C:26]=[O:27]. The catalyst is C(#N)C. The product is [CH3:36][O:35][C:32]1[CH:33]=[CH:34][C:29]([CH2:28][NH:25][C:26]([N:11]2[CH2:10][CH2:9][CH:8]([O:7][C:6]3[CH:14]=[CH:15][C:3]([F:2])=[CH:4][CH:5]=3)[CH2:13][CH2:12]2)=[O:27])=[CH:30][CH:31]=1. The yield is 0.251.